Dataset: Catalyst prediction with 721,799 reactions and 888 catalyst types from USPTO. Task: Predict which catalyst facilitates the given reaction. Reactant: [CH2:1]([O:4][C:5](=[O:35])[C@H:6]([CH2:15][C:16]1[CH:21]=[CH:20][C:19]([O:22][C:23](OC2C=CC([N+]([O-])=O)=CC=2)=[O:24])=[CH:18][CH:17]=1)[NH:7][C:8]([O:10][C:11]([CH3:14])([CH3:13])[CH3:12])=[O:9])[CH:2]=[CH2:3].[C:36]([O:40][C:41]([NH:43][CH2:44][CH2:45][CH2:46][C@@H:47]([C:49]([OH:51])=[O:50])[NH2:48])=[O:42])([CH3:39])([CH3:38])[CH3:37]. Product: [CH2:1]([O:4][C:5](=[O:35])[C@@H:6]([NH:7][C:8]([O:10][C:11]([CH3:14])([CH3:13])[CH3:12])=[O:9])[CH2:15][C:16]1[CH:21]=[CH:20][C:19]([O:22][C:23]([NH:48][C@H:47]([C:49]([OH:51])=[O:50])[CH2:46][CH2:45][CH2:44][NH:43][C:41]([O:40][C:36]([CH3:39])([CH3:37])[CH3:38])=[O:42])=[O:24])=[CH:18][CH:17]=1)[CH:2]=[CH2:3]. The catalyst class is: 4.